This data is from Full USPTO retrosynthesis dataset with 1.9M reactions from patents (1976-2016). The task is: Predict the reactants needed to synthesize the given product. Given the product [CH3:31][O:30][C:26]1[CH:25]=[C:24]([C:22]2[N:23]=[C:14]([CH:11]3[CH2:10][CH2:9][CH:8]([C:6]([OH:7])=[O:5])[CH2:13][CH2:12]3)[CH:15]=[C:16]3[C:21]=2[N:20]=[CH:19][CH:18]=[CH:17]3)[CH:29]=[CH:28][CH:27]=1, predict the reactants needed to synthesize it. The reactants are: [OH-].[K+].C([O:5][C:6]([CH:8]1[CH2:13][CH2:12][CH:11]([C:14]2[CH:15]=[C:16]3[C:21](=[C:22]([C:24]4[CH:29]=[CH:28][CH:27]=[C:26]([O:30][CH3:31])[CH:25]=4)[N:23]=2)[N:20]=[CH:19][CH:18]=[CH:17]3)[CH2:10][CH2:9]1)=[O:7])C.